This data is from Full USPTO retrosynthesis dataset with 1.9M reactions from patents (1976-2016). The task is: Predict the reactants needed to synthesize the given product. (1) Given the product [Br:1][CH2:2][C:3]([NH:18][C:9]1[CH:8]=[C:7]([CH3:6])[N:11]([CH:12]2[CH2:17][CH2:16][CH2:15][CH2:14][O:13]2)[N:10]=1)=[O:4], predict the reactants needed to synthesize it. The reactants are: [Br:1][CH2:2][C:3](Br)=[O:4].[CH3:6][C:7]1[N:11]([CH:12]2[CH2:17][CH2:16][CH2:15][CH2:14][O:13]2)[N:10]=[C:9]([NH2:18])[CH:8]=1.C(N(CC)CC)C. (2) Given the product [C:14]([N:6]1[CH:7]=[CH:8][N:9]([C:10]([CH3:13])([CH3:12])[CH3:11])[SiH:5]1[NH:3][CH2:1][CH3:2])([CH3:17])([CH3:16])[CH3:15], predict the reactants needed to synthesize it. The reactants are: [CH2:1]([NH2:3])[CH3:2].Cl[SiH:5]1[N:9]([C:10]([CH3:13])([CH3:12])[CH3:11])[CH:8]=[CH:7][N:6]1[C:14]([CH3:17])([CH3:16])[CH3:15]. (3) The reactants are: S(=O)(=O)(O)[OH:2].[CH3:6][C:7]1[CH:8]=[C:9]([CH2:16][C:17]#N)[CH:10]=[CH:11][C:12]=1[N+:13]([O-:15])=[O:14].[CH3:19][OH:20]. Given the product [CH3:19][O:20][C:17](=[O:2])[CH2:16][C:9]1[CH:10]=[CH:11][C:12]([N+:13]([O-:15])=[O:14])=[C:7]([CH3:6])[CH:8]=1, predict the reactants needed to synthesize it. (4) Given the product [CH3:7][S:8]([C:9]1[CH:16]=[CH:15][C:12]([C:13]#[N:14])=[CH:11][CH:10]=1)(=[O:1])=[O:17], predict the reactants needed to synthesize it. The reactants are: [OH:1]OS([O-])=O.[K+].[CH3:7][S:8][C:9]1[CH:16]=[CH:15][C:12]([C:13]#[N:14])=[CH:11][CH:10]=1.[OH2:17]. (5) Given the product [C:1]([C:5]1[CH:6]=[CH:7][C:8]([CH2:9][NH:10][CH2:16][CH2:15][CH:14]([CH3:18])[CH3:13])=[CH:11][CH:12]=1)([CH3:4])([CH3:2])[CH3:3], predict the reactants needed to synthesize it. The reactants are: [C:1]([C:5]1[CH:12]=[CH:11][C:8]([CH2:9][NH2:10])=[CH:7][CH:6]=1)([CH3:4])([CH3:3])[CH3:2].[CH3:13][CH:14]([CH3:18])[CH2:15][CH:16]=O.[BH4-].[Na+]. (6) Given the product [CH3:16][O:15][CH:13]([CH:9]1[CH2:10][CH2:11][CH2:12][N:8]1[CH2:6][C:30]1[CH:33]=[CH:34][C:27]([N+:24]([O-:26])=[O:25])=[CH:28][CH:29]=1)[CH3:14], predict the reactants needed to synthesize it. The reactants are: C(O[C:6]([N:8]1[CH2:12][CH2:11][CH2:10][CH:9]1[CH:13]([O:15][CH3:16])[CH3:14])=O)(C)(C)C.C(O)(C(F)(F)F)=O.[N+:24]([C:27]1[CH:34]=[CH:33][C:30](CBr)=[CH:29][CH:28]=1)([O-:26])=[O:25].C([O-])([O-])=O.[K+].[K+]. (7) Given the product [F:1][C:2]1[S:6][C:5]([C:7]2[C:12]([NH2:13])=[C:11]([NH2:14])[CH:10]=[N:9][CH:8]=2)=[CH:4][CH:3]=1, predict the reactants needed to synthesize it. The reactants are: [F:1][C:2]1[S:6][C:5]([C:7]2[CH:8]=[N:9][CH:10]=[C:11]([N+:14]([O-])=O)[C:12]=2[NH2:13])=[CH:4][CH:3]=1.CC(O)=O. (8) Given the product [C:1]([O:5][C:6](=[O:23])[N:7]([CH2:11][CH2:12][C:13]1[CH:18]=[CH:17][CH:16]=[C:15]([NH2:19])[C:14]=1[CH3:22])[CH2:8][CH2:9][CH3:10])([CH3:2])([CH3:3])[CH3:4], predict the reactants needed to synthesize it. The reactants are: [C:1]([O:5][C:6](=[O:23])[N:7]([CH2:11][CH2:12][C:13]1[CH:18]=[CH:17][CH:16]=[C:15]([N+:19]([O-])=O)[C:14]=1[CH3:22])[CH2:8][CH2:9][CH3:10])([CH3:4])([CH3:3])[CH3:2].[NH4+].[Cl-].CCO.